Dataset: Full USPTO retrosynthesis dataset with 1.9M reactions from patents (1976-2016). Task: Predict the reactants needed to synthesize the given product. Given the product [C:58]([O:57][C:55]([N:54]([CH2:62][C:63]1[CH:64]=[C:65]([CH:69]2[CH2:70][CH2:71][N:72]([C:30]([C:28]3[S:29][C:25]([S:24][CH3:23])=[C:26]4[C:36](=[O:37])[CH2:35][CH2:34][CH2:33][C:27]=34)=[O:32])[CH2:73][CH2:74]2)[CH:66]=[CH:67][CH:68]=1)[C:52]([O:51][C:47]([CH3:50])([CH3:49])[CH3:48])=[O:53])=[O:56])([CH3:59])([CH3:60])[CH3:61], predict the reactants needed to synthesize it. The reactants are: F[B-](F)(F)F.N1(OC(N(C)C)=[N+](C)C)C2C=CC=CC=2N=N1.[CH3:23][S:24][C:25]1[S:29][C:28]([C:30]([OH:32])=O)=[C:27]2[CH2:33][CH2:34][CH2:35][C:36](=[O:37])[C:26]=12.C(N(C(C)C)CC)(C)C.[C:47]([O:51][C:52]([N:54]([CH2:62][C:63]1[CH:64]=[C:65]([CH:69]2[CH2:74][CH2:73][NH:72][CH2:71][CH2:70]2)[CH:66]=[CH:67][CH:68]=1)[C:55]([O:57][C:58]([CH3:61])([CH3:60])[CH3:59])=[O:56])=[O:53])([CH3:50])([CH3:49])[CH3:48].